Task: Regression. Given a peptide amino acid sequence and an MHC pseudo amino acid sequence, predict their binding affinity value. This is MHC class I binding data.. Dataset: Peptide-MHC class I binding affinity with 185,985 pairs from IEDB/IMGT (1) The peptide sequence is MGMEQTMSV. The MHC is HLA-A02:11 with pseudo-sequence HLA-A02:11. The binding affinity (normalized) is 0.0847. (2) The peptide sequence is KEMGFSPRL. The MHC is HLA-B40:13 with pseudo-sequence HLA-B40:13. The binding affinity (normalized) is 0.674. (3) The peptide sequence is VALFSSCPVAY. The MHC is HLA-A24:02 with pseudo-sequence HLA-A24:02. The binding affinity (normalized) is 0.0847. (4) The peptide sequence is IVAQGIAAL. The MHC is HLA-B48:01 with pseudo-sequence HLA-B48:01. The binding affinity (normalized) is 0.0847. (5) The binding affinity (normalized) is 0.996. The MHC is HLA-A31:01 with pseudo-sequence HLA-A31:01. The peptide sequence is LVFKFGLPR. (6) The peptide sequence is LADQLIHLHY. The MHC is HLA-A23:01 with pseudo-sequence HLA-A23:01. The binding affinity (normalized) is 0. (7) The peptide sequence is KAFSPEVIPMF. The MHC is HLA-A30:02 with pseudo-sequence HLA-A30:02. The binding affinity (normalized) is 0.600.